This data is from hERG potassium channel inhibition data for cardiac toxicity prediction from Karim et al.. The task is: Regression/Classification. Given a drug SMILES string, predict its toxicity properties. Task type varies by dataset: regression for continuous values (e.g., LD50, hERG inhibition percentage) or binary classification for toxic/non-toxic outcomes (e.g., AMES mutagenicity, cardiotoxicity, hepatotoxicity). Dataset: herg_karim. The molecule is CN[C@H]1CCC[C@@H](c2c[nH]c3ccc(N=C(N)c4cccs4)cc23)C1. The result is 0 (non-blocker).